This data is from Full USPTO retrosynthesis dataset with 1.9M reactions from patents (1976-2016). The task is: Predict the reactants needed to synthesize the given product. (1) Given the product [CH2:46]([O:48][C:49](=[O:63])[C:50]([O:20][C:21]1[CH:43]=[CH:42][C:24]2[C:25]3[N:29]([CH2:30][CH2:31][O:32][C:23]=2[CH:22]=1)[CH:28]=[C:27]([C:33]1[N:34]([CH:39]([CH3:41])[CH3:40])[N:35]=[C:36]([CH3:38])[N:37]=1)[N:26]=3)([C:56]1[CH:61]=[CH:60][CH:59]=[CH:58][CH:57]=1)[C:51]([O:53][CH2:54][CH3:55])=[O:52])[CH3:47], predict the reactants needed to synthesize it. The reactants are: C(OC(N1CCC(C([O:20][C:21]2[CH:43]=[CH:42][C:24]3[C:25]4[N:29]([CH2:30][CH2:31][O:32][C:23]=3[CH:22]=2)[CH:28]=[C:27]([C:33]2[N:34]([CH:39]([CH3:41])[CH3:40])[N:35]=[C:36]([CH3:38])[N:37]=2)[N:26]=4)CC)CC1)=O)C1C=CC=CC=1.[H-].[Na+].[CH2:46]([O:48][C:49](=[O:63])[C:50](Br)([C:56]1[CH:61]=[CH:60][CH:59]=[CH:58][CH:57]=1)[C:51]([O:53][CH2:54][CH3:55])=[O:52])[CH3:47]. (2) The reactants are: [CH:1]1([CH2:4][C@@H:5]2[NH:10][C:9](=[O:11])[C@H:8]([CH2:12][CH:13]([CH3:15])[CH3:14])[NH:7][CH2:6]2)[CH2:3][CH2:2]1.[F:16][C:17]1[CH:22]=[CH:21][C:20]([C:23]2[CH:27]=[C:26]([C:28](O)=[O:29])[O:25][N:24]=2)=[CH:19][CH:18]=1.C([C@@H]1N(C(=O)/C=C/C2C=CC=CC=2)C[C@H](CC(C)C)NC1=O)C(C)C. Given the product [CH:1]1([CH2:4][C@@H:5]2[NH:10][C:9](=[O:11])[C@H:8]([CH2:12][CH:13]([CH3:15])[CH3:14])[N:7]([C:28]([C:26]3[O:25][N:24]=[C:23]([C:20]4[CH:21]=[CH:22][C:17]([F:16])=[CH:18][CH:19]=4)[CH:27]=3)=[O:29])[CH2:6]2)[CH2:2][CH2:3]1, predict the reactants needed to synthesize it. (3) Given the product [NH:60]1[CH2:59][CH:58]([NH:57][C:20]([C@@H:17]2[CH2:18][CH2:19][C@H:14]([N:13]3[C:12]4[CH:23]=[C:24]([CH2:27][N:28]5[CH2:29][CH2:30][CH:31]([C:34]([OH:37])([CH3:36])[CH3:35])[CH2:32][CH2:33]5)[CH:25]=[CH:26][C:11]=4[NH:10]/[C:9]/3=[N:8]\[C:6](=[O:7])[C:5]3[CH:4]=[CH:3][C:2]([F:1])=[CH:39][CH:38]=3)[CH2:15][CH2:16]2)=[O:22])[CH2:61]1, predict the reactants needed to synthesize it. The reactants are: [F:1][C:2]1[CH:39]=[CH:38][C:5]([C:6](/[N:8]=[C:9]2\[NH:10][C:11]3[CH:26]=[CH:25][C:24]([CH2:27][N:28]4[CH2:33][CH2:32][CH:31]([C:34]([OH:37])([CH3:36])[CH3:35])[CH2:30][CH2:29]4)=[CH:23][C:12]=3[N:13]\2[C@@H:14]2[CH2:19][CH2:18][C@H:17]([C:20]([OH:22])=O)[CH2:16][CH2:15]2)=[O:7])=[CH:4][CH:3]=1.[C@H]12C[C@H](NC1)CN2C([C@@H]1CC[C@H](N2C3C=[C:61](OCCN4CCC(C(O)(C)C)CC4)[N:60]=[CH:59][C:58]=3[NH:57]/C/2=N\C(=O)C2C=CC=C(F)C=2)CC1)=O. (4) Given the product [C:16]([O:20][C:21]([N:23]1[CH2:28][CH2:27][N:26]([CH2:10][C:3]2[CH2:4][C:5]([CH3:8])([CH3:9])[CH2:6][CH2:7][C:2]=2[Br:1])[CH2:25][CH2:24]1)=[O:22])([CH3:19])([CH3:17])[CH3:18], predict the reactants needed to synthesize it. The reactants are: [Br:1][C:2]1[CH2:7][CH2:6][C:5]([CH3:9])([CH3:8])[CH2:4][C:3]=1[CH:10]=O.C(O)(=O)C.[C:16]([O:20][C:21]([N:23]1[CH2:28][CH2:27][NH:26][CH2:25][CH2:24]1)=[O:22])([CH3:19])([CH3:18])[CH3:17].C(O[BH-](OC(=O)C)OC(=O)C)(=O)C.[Na+].[OH-].[Na+]. (5) Given the product [CH3:41][S:42]([OH:45])(=[O:44])=[O:43].[CH3:41][S:42]([OH:45])(=[O:44])=[O:43].[CH3:36][O:35][C:33]1[CH:34]=[C:29]([C:26]2[CH:25]=[CH:24][C:23]([N:21]([CH3:22])[CH2:20][CH2:19][N:18]([C:15]3[CH:16]=[CH:17][C:12]([C:5]4[CH:4]=[C:3]([O:2][CH3:1])[C:8]([CH3:9])=[C:7]([O:10][CH3:11])[CH:6]=4)=[N:13][CH:14]=3)[CH3:40])=[CH:28][N:27]=2)[CH:30]=[C:31]([O:38][CH3:39])[C:32]=1[CH3:37], predict the reactants needed to synthesize it. The reactants are: [CH3:1][O:2][C:3]1[CH:4]=[C:5]([C:12]2[CH:17]=[CH:16][C:15]([N:18]([CH3:40])[CH2:19][CH2:20][N:21]([C:23]3[CH:24]=[CH:25][C:26]([C:29]4[CH:34]=[C:33]([O:35][CH3:36])[C:32]([CH3:37])=[C:31]([O:38][CH3:39])[CH:30]=4)=[N:27][CH:28]=3)[CH3:22])=[CH:14][N:13]=2)[CH:6]=[C:7]([O:10][CH3:11])[C:8]=1[CH3:9].[CH3:41][S:42]([OH:45])(=[O:44])=[O:43]. (6) The reactants are: [CH3:1][C:2]1[N:7]=C(C#N)[C:5]([N:10]2[N:14]=[CH:13][CH:12]=[N:11]2)=[CH:4][CH:3]=1.[OH-:15].[Na+].[CH3:17][CH2:18][OH:19]. Given the product [CH3:1][C:2]1[N:7]=[C:17]([C:18]([OH:15])=[O:19])[C:5]([N:10]2[N:14]=[CH:13][CH:12]=[N:11]2)=[CH:4][CH:3]=1, predict the reactants needed to synthesize it. (7) Given the product [N:21]1([C:9]([C:8]2[C:7]([O:6][C:5]3[CH:16]=[CH:17][CH:18]=[C:3]([C:2]([F:1])([F:20])[F:19])[CH:4]=3)=[N:15][CH:14]=[CH:13][CH:12]=2)=[O:11])[C:30]2[C:25](=[CH:26][CH:27]=[CH:28][CH:29]=2)[CH2:24][CH2:23][CH2:22]1, predict the reactants needed to synthesize it. The reactants are: [F:1][C:2]([F:20])([F:19])[C:3]1[CH:4]=[C:5]([CH:16]=[CH:17][CH:18]=1)[O:6][C:7]1[N:15]=[CH:14][CH:13]=[CH:12][C:8]=1[C:9]([OH:11])=O.[NH:21]1[C:30]2[C:25](=[CH:26][CH:27]=[CH:28][CH:29]=2)[CH2:24][CH2:23][CH2:22]1.C(N(C(C)C)C(C)C)C.CN(C(ON1N=NC2C=CC=NC1=2)=[N+](C)C)C.F[P-](F)(F)(F)(F)F.